From a dataset of Aqueous solubility values for 9,982 compounds from the AqSolDB database. Regression/Classification. Given a drug SMILES string, predict its absorption, distribution, metabolism, or excretion properties. Task type varies by dataset: regression for continuous measurements (e.g., permeability, clearance, half-life) or binary classification for categorical outcomes (e.g., BBB penetration, CYP inhibition). For this dataset (solubility_aqsoldb), we predict Y. (1) The drug is O=C(O)C(F)(F)F. The Y is 0.943 log mol/L. (2) The compound is O=[N+]([O-])c1cc([N+](=O)[O-])c2ccc(S(=O)(=O)O)cc2c1O. The Y is -2.54 log mol/L.